Dataset: Peptide-MHC class I binding affinity with 185,985 pairs from IEDB/IMGT. Task: Regression. Given a peptide amino acid sequence and an MHC pseudo amino acid sequence, predict their binding affinity value. This is MHC class I binding data. (1) The peptide sequence is KEHVIQNAF. The MHC is H-2-Kk with pseudo-sequence H-2-Kk. The binding affinity (normalized) is 0.227. (2) The peptide sequence is GLFGAIAGFI. The MHC is HLA-A02:02 with pseudo-sequence HLA-A02:02. The binding affinity (normalized) is 1.00. (3) The peptide sequence is RSLYNTVATLY. The MHC is HLA-A11:01 with pseudo-sequence HLA-A11:01. The binding affinity (normalized) is 0.311. (4) The peptide sequence is RVQFIPGQR. The MHC is HLA-B27:05 with pseudo-sequence HLA-B27:05. The binding affinity (normalized) is 0.335. (5) The peptide sequence is DVSPLMHLF. The binding affinity (normalized) is 0.0847. The MHC is HLA-B27:05 with pseudo-sequence HLA-B27:05. (6) The peptide sequence is TISTSPQSL. The MHC is HLA-A11:01 with pseudo-sequence HLA-A11:01. The binding affinity (normalized) is 0.